This data is from Full USPTO retrosynthesis dataset with 1.9M reactions from patents (1976-2016). The task is: Predict the reactants needed to synthesize the given product. Given the product [ClH:11].[NH:1]1[CH2:6][CH2:5][CH:4]([CH2:7][CH2:8][CH2:9][OH:10])[CH2:3][CH2:2]1, predict the reactants needed to synthesize it. The reactants are: [N:1]1[CH:6]=[CH:5][C:4]([CH2:7][CH2:8][CH2:9][OH:10])=[CH:3][CH:2]=1.[ClH:11].